From a dataset of NCI-60 drug combinations with 297,098 pairs across 59 cell lines. Regression. Given two drug SMILES strings and cell line genomic features, predict the synergy score measuring deviation from expected non-interaction effect. Drug 1: CC1OCC2C(O1)C(C(C(O2)OC3C4COC(=O)C4C(C5=CC6=C(C=C35)OCO6)C7=CC(=C(C(=C7)OC)O)OC)O)O. Cell line: NCI-H522. Drug 2: CC1C(C(CC(O1)OC2CC(OC(C2O)C)OC3=CC4=CC5=C(C(=O)C(C(C5)C(C(=O)C(C(C)O)O)OC)OC6CC(C(C(O6)C)O)OC7CC(C(C(O7)C)O)OC8CC(C(C(O8)C)O)(C)O)C(=C4C(=C3C)O)O)O)O. Synergy scores: CSS=74.9, Synergy_ZIP=25.3, Synergy_Bliss=28.0, Synergy_Loewe=28.1, Synergy_HSA=29.0.